This data is from Full USPTO retrosynthesis dataset with 1.9M reactions from patents (1976-2016). The task is: Predict the reactants needed to synthesize the given product. (1) Given the product [C:5]([OH:6])(=[O:7])[CH2:4][C:3]([CH2:2][C:8]([OH:10])=[O:9])([C:18]([OH:20])=[O:19])[OH:31], predict the reactants needed to synthesize it. The reactants are: N[C@H:2]([C:8]([OH:10])=[O:9])[CH2:3][CH2:4][C:5](=[O:7])[OH:6].N[C@H]([C:18]([OH:20])=[O:19])CCCCN.N[C@H](C(O)=[O:31])CCCNC(=N)N. (2) Given the product [CH2:47]([O:54][C:28]([NH:25][C:14]1[CH:18]=[CH:19][C:20]([CH3:21])=[C:12]([N:6]2[C:5](=[O:22])[C:4]3[C:9](=[CH:10][CH:11]=[C:2]([Br:1])[CH:3]=3)[N:8]=[CH:7]2)[CH:13]=1)=[O:37])[C:48]1[CH:53]=[CH:52][CH:51]=[CH:50][CH:49]=1, predict the reactants needed to synthesize it. The reactants are: [Br:1][C:2]1[CH:3]=[C:4]2[C:9](=[CH:10][CH:11]=1)[N:8]=[CH:7][N:6]([C:12]1[CH:13]=[C:14]([CH:18]=[CH:19][C:20]=1[CH3:21])C(O)=O)[C:5]2=[O:22].C([N:25]([CH2:28]C)CC)C.C1(P(N=[N+]=[N-])(C2C=CC=CC=2)=[O:37])C=CC=CC=1.[CH2:47]([OH:54])[C:48]1[CH:53]=[CH:52][CH:51]=[CH:50][CH:49]=1. (3) Given the product [CH2:1]([O:3][C:4](=[O:23])[CH2:5][C:6]1[CH:7]=[C:8]([C:14]2[CH:19]=[CH:18][C:17]([C:30]3[CH:29]=[N:28][C:27]([O:26][CH2:24][CH3:25])=[CH:32][CH:31]=3)=[CH:16][C:15]=2[CH:21]=[O:22])[C:9]([O:12][CH3:13])=[CH:10][CH:11]=1)[CH3:2], predict the reactants needed to synthesize it. The reactants are: [CH2:1]([O:3][C:4](=[O:23])[CH2:5][C:6]1[CH:7]=[C:8]([C:14]2[CH:19]=[CH:18][C:17](Br)=[CH:16][C:15]=2[CH:21]=[O:22])[C:9]([O:12][CH3:13])=[CH:10][CH:11]=1)[CH3:2].[CH2:24]([O:26][C:27]1[CH:32]=[CH:31][C:30](B2OC(C)(C)C(C)(C)O2)=[CH:29][N:28]=1)[CH3:25]. (4) Given the product [C:1]([O:5][C:6]([NH:8][CH2:9][C@H:10]1[CH2:15][CH2:14][C@H:13]([C:16]([NH:18][C@H:19]([C:20]([NH:53][C:54]2[CH:55]=[CH:56][C:57]([C:60]3[NH:61][C:62]([CH2:65][CH2:66][C:67]([O:69][C:70]([CH3:73])([CH3:72])[CH3:71])=[O:68])=[N:63][N:64]=3)=[CH:58][CH:59]=2)=[O:21])[CH2:23][C:24]2[CH:29]=[CH:28][C:27]([C:30]3[CH:35]=[CH:34][C:33]([C:36]([NH:37][CH:38]4[CH2:39][CH2:40][N:41]([C:44]([O:46][C:47]([CH3:50])([CH3:49])[CH3:48])=[O:45])[CH2:42][CH2:43]4)=[O:51])=[CH:32][C:31]=3[CH3:52])=[CH:26][CH:25]=2)=[O:17])[CH2:12][CH2:11]1)=[O:7])([CH3:3])([CH3:2])[CH3:4], predict the reactants needed to synthesize it. The reactants are: [C:1]([O:5][C:6]([NH:8][CH2:9][C@H:10]1[CH2:15][CH2:14][C@H:13]([C:16]([NH:18][C@@H:19]([CH2:23][C:24]2[CH:29]=[CH:28][C:27]([C:30]3[CH:35]=[CH:34][C:33]([C:36](=[O:51])[NH:37][CH:38]4[CH2:43][CH2:42][N:41]([C:44]([O:46][C:47]([CH3:50])([CH3:49])[CH3:48])=[O:45])[CH2:40][CH2:39]4)=[CH:32][C:31]=3[CH3:52])=[CH:26][CH:25]=2)[C:20](O)=[O:21])=[O:17])[CH2:12][CH2:11]1)=[O:7])([CH3:4])([CH3:3])[CH3:2].[NH2:53][C:54]1[CH:59]=[CH:58][C:57]([C:60]2[NH:61][C:62]([CH2:65][CH2:66][C:67]([O:69][C:70]([CH3:73])([CH3:72])[CH3:71])=[O:68])=[N:63][N:64]=2)=[CH:56][CH:55]=1.C(NC(C)C)(C)C.CN(C(ON1N=NC2C=CC=NC1=2)=[N+](C)C)C.F[P-](F)(F)(F)(F)F. (5) Given the product [CH3:22][O:21][C:19](=[O:20])[CH2:18][C:12]1[N:10]2[CH:11]=[C:6]([C:3]3[CH:4]=[CH:5][O:1][CH:2]=3)[CH:7]=[C:8]([C:23]([F:24])([F:25])[F:26])[C:9]2=[N:14][C:13]=1[C:15](=[O:16])[NH:33][CH2:32][C:28]1[S:27][CH:31]=[CH:30][CH:29]=1, predict the reactants needed to synthesize it. The reactants are: [O:1]1[CH:5]=[CH:4][C:3]([C:6]2[CH:7]=[C:8]([C:23]([F:26])([F:25])[F:24])[C:9]3[N:10]([C:12]([CH2:18][C:19]([O:21][CH3:22])=[O:20])=[C:13]([C:15](O)=[O:16])[N:14]=3)[CH:11]=2)=[CH:2]1.[S:27]1[CH:31]=[CH:30][CH:29]=[C:28]1[CH2:32][NH2:33].CN(C(ON1N=NC2C=CC=NC1=2)=[N+](C)C)C.F[P-](F)(F)(F)(F)F.C(N(C(C)C)CC)(C)C.